This data is from Catalyst prediction with 721,799 reactions and 888 catalyst types from USPTO. The task is: Predict which catalyst facilitates the given reaction. Reactant: [CH2:1]([O:3][CH2:4][CH2:5][NH2:6])[CH3:2].S=[C:8]1[CH2:12][S:11][C:10](=[O:13])[NH:9]1. Product: [CH2:1]([O:3][CH2:4][CH2:5][NH:6][C:8]1[CH2:12][S:11][C:10](=[O:13])[N:9]=1)[CH3:2]. The catalyst class is: 8.